From a dataset of Full USPTO retrosynthesis dataset with 1.9M reactions from patents (1976-2016). Predict the reactants needed to synthesize the given product. Given the product [ClH:1].[C:29]([NH:33][CH2:26][C:11]1[CH:12]=[C:13]([CH2:15][CH2:16][CH2:17][CH2:18][C:19]2[CH:20]=[CH:21][C:22]([Cl:25])=[CH:23][CH:24]=2)[CH:14]=[C:9]([C:4]2[CH:5]=[CH:6][C:7]([Cl:8])=[C:2]([Cl:1])[CH:3]=2)[C:10]=1[OH:28])([CH3:32])([CH3:31])[CH3:30], predict the reactants needed to synthesize it. The reactants are: [Cl:1][C:2]1[CH:3]=[C:4]([C:9]2[CH:14]=[C:13]([CH2:15][CH2:16][CH2:17][CH2:18][C:19]3[CH:24]=[CH:23][C:22]([Cl:25])=[CH:21][CH:20]=3)[CH:12]=[C:11]([CH:26]=O)[C:10]=2[OH:28])[CH:5]=[CH:6][C:7]=1[Cl:8].[C:29]([NH2:33])([CH3:32])([CH3:31])[CH3:30].